From a dataset of Reaction yield outcomes from USPTO patents with 853,638 reactions. Predict the reaction yield, written as a fraction of the theoretical maximum amount of product (1.0 means a 100% yield; for example, 0.34 means a 34% yield). (1) The reactants are C[O:2][C:3]([C:5]1[C:6]([C:14]2[CH:19]=[CH:18][CH:17]=[CH:16][C:15]=2[N+:20]([O-:22])=[O:21])=[CH:7][CH:8]=[C:9]([C:11](=[S:13])[NH2:12])[CH:10]=1)=[O:4].Br[CH2:24][C:25]([C:27]1[S:28][CH:29]=[CH:30][CH:31]=1)=O. No catalyst specified. The product is [N+:20]([C:15]1[CH:16]=[CH:17][CH:18]=[CH:19][C:14]=1[C:6]1[C:5]([C:3]([OH:2])=[O:4])=[CH:10][C:9]([C:11]2[S:13][CH:24]=[C:25]([C:27]3[S:28][CH:29]=[CH:30][CH:31]=3)[N:12]=2)=[CH:8][CH:7]=1)([O-:22])=[O:21]. The yield is 0.470. (2) The reactants are [CH3:1][O:2][C:3]1[CH:8]=[CH:7][CH:6]=[C:5]([O:9][CH3:10])[C:4]=1[OH:11].[C:12]1(=O)[O:17][C:15](=[O:16])[C:14]2=[CH:18][CH:19]=[CH:20][CH:21]=[C:13]12. No catalyst specified. The product is [OH:11][C:4]1[C:5]([O:9][CH3:10])=[CH:6][C:7]([C:12]2([C:7]3[CH:6]=[C:5]([O:9][CH3:10])[C:4]([OH:11])=[C:3]([O:2][CH3:1])[CH:8]=3)[C:13]3[C:14](=[CH:18][CH:19]=[CH:20][CH:21]=3)[C:15](=[O:16])[O:17]2)=[CH:8][C:3]=1[O:2][CH3:1]. The yield is 0.840. (3) The reactants are [F:1][C:2]([F:26])([C:20]1[CH:25]=[CH:24][CH:23]=[CH:22][CH:21]=1)[CH2:3][N:4]1[CH:8]=[C:7]([C:9]2[S:10][C:11]([C:15]([O:17]CC)=[O:16])=[C:12]([CH3:14])[N:13]=2)[N:6]=[N:5]1.O.[OH-].[Li+]. The catalyst is O1CCCC1.O. The product is [F:26][C:2]([F:1])([C:20]1[CH:21]=[CH:22][CH:23]=[CH:24][CH:25]=1)[CH2:3][N:4]1[CH:8]=[C:7]([C:9]2[S:10][C:11]([C:15]([OH:17])=[O:16])=[C:12]([CH3:14])[N:13]=2)[N:6]=[N:5]1. The yield is 0.840. (4) The reactants are [F:1][C:2]1[CH:7]=[CH:6][CH:5]=[C:4]([F:8])[C:3]=1[N:9]1[C:14]2[N:15]=[C:16]([S:32][CH3:33])[N:17]=[C:18]([C:19]3[CH:20]=[C:21]([CH:28]=[CH:29][C:30]=3[CH3:31])[C:22]([NH:24][CH2:25][CH2:26][CH3:27])=[O:23])[C:13]=2[CH2:12][NH:11][C:10]1=[O:34].C1C=C(Cl)C=C(C(OO)=[O:43])C=1.CCOC(C)=O.CCCCCC. The catalyst is C(Cl)Cl. The yield is 0.770. The product is [F:1][C:2]1[CH:7]=[CH:6][CH:5]=[C:4]([F:8])[C:3]=1[N:9]1[C:14]2[N:15]=[C:16]([S:32]([CH3:33])=[O:43])[N:17]=[C:18]([C:19]3[CH:20]=[C:21]([CH:28]=[CH:29][C:30]=3[CH3:31])[C:22]([NH:24][CH2:25][CH2:26][CH3:27])=[O:23])[C:13]=2[CH2:12][NH:11][C:10]1=[O:34]. (5) The reactants are [F:1][C:2]1[CH:3]=[C:4]([C:8]2[S:9][C:10]([NH:14][C:15](=[O:21])[CH:16]([CH3:20])[CH2:17][S:18][CH3:19])=[C:11]([CH3:13])[N:12]=2)[CH:5]=[N:6][CH:7]=1.[N:22]#[C:23][NH2:24].IC1C=CC=C(CC([O-])=[O:34])C=1CC([O-])=O. The catalyst is ClCCl. The product is [C:23]([N:24]=[S:18]([CH2:17][CH:16]([CH3:20])[C:15]([NH:14][C:10]1[S:9][C:8]([C:4]2[CH:5]=[N:6][CH:7]=[C:2]([F:1])[CH:3]=2)=[N:12][C:11]=1[CH3:13])=[O:21])([CH3:19])=[O:34])#[N:22]. The yield is 0.600. (6) The reactants are [C:1]([O:5][C:6](=[O:22])[NH:7][C@H:8]([C:19](=O)[NH2:20])[CH2:9][C:10]1[CH:15]=[CH:14][C:13]([N+:16]([O-:18])=[O:17])=[CH:12][CH:11]=1)([CH3:4])([CH3:3])[CH3:2].COC1C=CC(P2(SP(C3C=CC(OC)=CC=3)(=S)S2)=[S:32])=CC=1. The catalyst is C1COCC1. The product is [C:1]([O:5][C:6](=[O:22])[NH:7][C@H:8]([C:19](=[S:32])[NH2:20])[CH2:9][C:10]1[CH:15]=[CH:14][C:13]([N+:16]([O-:18])=[O:17])=[CH:12][CH:11]=1)([CH3:4])([CH3:3])[CH3:2]. The yield is 0.830.